Dataset: Catalyst prediction with 721,799 reactions and 888 catalyst types from USPTO. Task: Predict which catalyst facilitates the given reaction. Reactant: [CH3:1][C:2]1[CH:7]=[C:6]([CH3:8])[N:5]=[C:4]2[S:9][N:10]([CH2:13][C:14]([O:16]C)=[O:15])[C:11](=[O:12])[C:3]=12. Product: [CH3:1][C:2]1[CH:7]=[C:6]([CH3:8])[N:5]=[C:4]2[S:9][N:10]([CH2:13][C:14]([OH:16])=[O:15])[C:11](=[O:12])[C:3]=12. The catalyst class is: 126.